Dataset: Full USPTO retrosynthesis dataset with 1.9M reactions from patents (1976-2016). Task: Predict the reactants needed to synthesize the given product. Given the product [N:32]1([C:29]2[CH:28]=[CH:27][C:26]([C:24]3[CH:25]=[C:20]([O:19][C@@H:17]([C@H:13]4[CH2:12][NH:11][C:15](=[O:16])[CH2:14]4)[CH3:18])[C:21]4[N:22]([N:45]=[CH:46][CH:47]=4)[CH:23]=3)=[CH:31][CH:30]=2)[CH2:37][CH2:36][NH:35][CH2:34][CH2:33]1, predict the reactants needed to synthesize it. The reactants are: COC1C=CC([C@H]([N:11]2[C:15](=[O:16])[CH2:14][C@@H:13]([C@H:17]([O:19][C:20]3[C:21]4[N:22]([N:45]=[CH:46][CH:47]=4)[CH:23]=[C:24]([C:26]4[CH:31]=[CH:30][C:29]([N:32]5[CH2:37][CH2:36][N:35](C(OC(C)(C)C)=O)[CH2:34][CH2:33]5)=[CH:28][CH:27]=4)[CH:25]=3)[CH3:18])[CH2:12]2)C)=CC=1.